This data is from Forward reaction prediction with 1.9M reactions from USPTO patents (1976-2016). The task is: Predict the product of the given reaction. Given the reactants [Li].ClC1C=CC=CC=1C.Br[C:11]1[CH:16]=[CH:15][C:14]([C:17]2[O:18][CH:19]=[N:20][N:21]=2)=[CH:13][CH:12]=1.C([Li])CCCCC.C[O:30][B:31](OC)[O:32]C, predict the reaction product. The product is: [O:18]1[CH:19]=[N:20][N:21]=[C:17]1[C:14]1[CH:15]=[CH:16][C:11]([B:31]([OH:32])[OH:30])=[CH:12][CH:13]=1.